From a dataset of Forward reaction prediction with 1.9M reactions from USPTO patents (1976-2016). Predict the product of the given reaction. (1) Given the reactants [NH2:1][C:2]1[CH:9]=[CH:8][CH:7]=[CH:6][C:3]=1[CH2:4][OH:5].[Br:10]C1C(=O)C(Br)=CC(Br)(Br)C=1, predict the reaction product. The product is: [NH2:1][C:2]1[CH:9]=[CH:8][C:7]([Br:10])=[CH:6][C:3]=1[CH2:4][OH:5]. (2) Given the reactants [C:1]1([CH2:7][C:8](=[O:11])[CH2:9][CH3:10])[CH:6]=[CH:5][CH:4]=[CH:3][CH:2]=1.CO[CH:14](OC)[N:15]([CH3:17])[CH3:16], predict the reaction product. The product is: [CH3:14][N:15]([CH3:17])[CH:16]=[C:7]([C:1]1[CH:6]=[CH:5][CH:4]=[CH:3][CH:2]=1)[C:8](=[O:11])[CH2:9][CH3:10]. (3) Given the reactants C[Si](C#C[C:7]1[C:13]2[CH:14]=[CH:15][CH:16]=[CH:17][C:12]=2[CH2:11][C:10]2[CH:18]=[CH:19][CH:20]=CC=2C=1)(C)C.C(N(CC)CC)C.[OH2:29].[C:43]1(P([C:43]2[CH:48]=[CH:47][CH:46]=[CH:45][CH:44]=2)[C:43]2[CH:48]=[CH:47][CH:46]=[CH:45][CH:44]=2)[CH:48]=[CH:47][CH:46]=[CH:45][CH:44]=1.[C]=O, predict the reaction product. The product is: [OH:29][C:10]1[C:11]2[C:12]3[CH:17]=[CH:16][CH:15]=[CH:14][C:13]=3[CH2:7][C:48]3[CH:47]=[CH:46][CH:45]=[CH:44][C:43]=3[C:20]=2[CH2:19][CH:18]=1. (4) Given the reactants [NH2:1][C:2]1[CH:14]=[CH:13][C:12]([N:15]2[CH:21]3[CH2:22][CH2:23][N:18]([CH2:19][CH2:20]3)[CH2:17][CH2:16]2)=[CH:11][C:3]=1[C:4]([NH:6][CH2:7][C:8]([OH:10])=[O:9])=[O:5].[Cl:24][C:25]1[CH:26]=[C:27]([CH:30]=[CH:31][CH:32]=1)[CH:28]=O, predict the reaction product. The product is: [N:18]12[CH2:23][CH2:22][CH:21]([CH2:20][CH2:19]1)[N:15]([C:12]1[CH:11]=[C:3]3[C:2](=[CH:14][CH:13]=1)[N:1]=[C:28]([C:27]1[CH:30]=[CH:31][CH:32]=[C:25]([Cl:24])[CH:26]=1)[N:6]([CH2:7][C:8]([OH:10])=[O:9])[C:4]3=[O:5])[CH2:16][CH2:17]2. (5) Given the reactants [NH2:1][C:2]1[S:3][CH:4]=[C:5]([C:7]2[CH:12]=[CH:11][C:10]([Cl:13])=[CH:9][CH:8]=2)[N:6]=1.[C:14]1([C:20]2[O:24][N:23]=[CH:22][C:21]=2[CH2:25][CH2:26][C:27](O)=[O:28])[CH:19]=[CH:18][CH:17]=[CH:16][CH:15]=1.O.ON1C2C=CC=CC=2N=N1.Cl.C(N=C=NCCCN(C)C)C, predict the reaction product. The product is: [Cl:13][C:10]1[CH:9]=[CH:8][C:7]([C:5]2[N:6]=[C:2]([NH:1][C:27](=[O:28])[CH2:26][CH2:25][C:21]3[CH:22]=[N:23][O:24][C:20]=3[C:14]3[CH:15]=[CH:16][CH:17]=[CH:18][CH:19]=3)[S:3][CH:4]=2)=[CH:12][CH:11]=1.